Task: Predict the reaction yield, written as a fraction of the theoretical maximum amount of product (1.0 means a 100% yield; for example, 0.34 means a 34% yield).. Dataset: Reaction yield outcomes from USPTO patents with 853,638 reactions (1) The reactants are [Br:1][CH2:2][C:3](Br)=[O:4].[CH2:6]([NH2:24])[CH2:7][CH2:8][CH2:9][CH2:10][CH2:11][CH2:12][CH2:13][CH2:14][CH2:15][CH2:16][CH2:17][CH2:18][CH2:19][CH2:20][CH2:21][CH2:22][CH3:23].C([O-])([O-])=O.[K+].[K+]. The catalyst is C(Cl)Cl.O. The product is [Br:1][CH2:2][C:3]([NH:24][CH2:6][CH2:7][CH2:8][CH2:9][CH2:10][CH2:11][CH2:12][CH2:13][CH2:14][CH2:15][CH2:16][CH2:17][CH2:18][CH2:19][CH2:20][CH2:21][CH2:22][CH3:23])=[O:4]. The yield is 0.700. (2) The reactants are C([N-]C(C)C)(C)C.[Li+].[CH3:9][C:10]1[CH:11]=[C:12]([NH:21][C:22]2[N:27]=[C:26]([C:28]([F:31])([F:30])[F:29])[CH:25]=[CH:24][N:23]=2)[CH:13]=[C:14]([C:16]2[S:20][CH:19]=[N:18][CH:17]=2)[CH:15]=1.[Br:32]Br. The catalyst is C1COCC1. The product is [Br:32][C:19]1[S:20][C:16]([C:14]2[CH:13]=[C:12]([NH:21][C:22]3[N:27]=[C:26]([C:28]([F:29])([F:31])[F:30])[CH:25]=[CH:24][N:23]=3)[CH:11]=[C:10]([CH3:9])[CH:15]=2)=[CH:17][N:18]=1. The yield is 0.660. (3) The reactants are Cl.[NH2:2][NH2:3].C(N(CC)CC)C.[OH:11][C:12]1[CH2:17][CH:16]([CH3:18])[CH2:15][C:14](=O)[C:13]=1[CH2:20][C:21](=O)[C:22]1[CH:27]=[CH:26][CH:25]=[C:24]([C:28]([F:31])([F:30])[F:29])[CH:23]=1. The catalyst is C(O)C. The product is [CH3:18][CH:16]1[CH2:15][C:14]2[NH:3][N:2]=[C:21]([C:22]3[CH:27]=[CH:26][CH:25]=[C:24]([C:28]([F:31])([F:30])[F:29])[CH:23]=3)[CH2:20][C:13]=2[C:12](=[O:11])[CH2:17]1. The yield is 0.233.